From a dataset of Catalyst prediction with 721,799 reactions and 888 catalyst types from USPTO. Predict which catalyst facilitates the given reaction. (1) Reactant: [CH3:1][C:2]1[S:6][C:5]([C:7]2[CH:12]=[CH:11][C:10]([C:13]([F:16])([F:15])[F:14])=[CH:9][CH:8]=2)=[N:4][C:3]=1[CH2:17][CH2:18][OH:19].C1CCN(C(N=NC(N2CCCCC2)=O)=O)CC1.C(P(CCCC)CCCC)CCC.[CH3:51][O:52][C:53](=[O:65])[CH2:54][C:55]1[C:59]2[CH:60]=[CH:61][C:62](O)=[CH:63][C:58]=2[O:57][CH:56]=1. Product: [CH3:51][O:52][C:53](=[O:65])[CH2:54][C:55]1[C:59]2[CH:60]=[CH:61][C:62]([O:19][CH2:18][CH2:17][C:3]3[N:4]=[C:5]([C:7]4[CH:8]=[CH:9][C:10]([C:13]([F:16])([F:15])[F:14])=[CH:11][CH:12]=4)[S:6][C:2]=3[CH3:1])=[CH:63][C:58]=2[O:57][CH:56]=1. The catalyst class is: 93. (2) Reactant: [C:1]([O:5][C@@H:6]([C:12]1[C:13]([CH3:27])=[N:14][C:15]2[N:16]([N:19]=[C:20]([C:22]([O:24][CH2:25][CH3:26])=[O:23])[CH:21]=2)[C:17]=1Cl)[C:7]([O:9][CH2:10][CH3:11])=[O:8])([CH3:4])([CH3:3])[CH3:2].Cl.[CH2:29]([O:32][C:33]1([CH3:39])[CH2:38][CH2:37][NH:36][CH2:35][CH2:34]1)[CH:30]=[CH2:31].CCN(C(C)C)C(C)C. The catalyst class is: 3. Product: [CH2:29]([O:32][C:33]1([CH3:39])[CH2:34][CH2:35][N:36]([C:17]2[N:16]3[N:19]=[C:20]([C:22]([O:24][CH2:25][CH3:26])=[O:23])[CH:21]=[C:15]3[N:14]=[C:13]([CH3:27])[C:12]=2[C@H:6]([O:5][C:1]([CH3:4])([CH3:3])[CH3:2])[C:7]([O:9][CH2:10][CH3:11])=[O:8])[CH2:37][CH2:38]1)[CH:30]=[CH2:31]. (3) Reactant: [B:10]1([B:10]2[O:14][C:13]([CH3:16])([CH3:15])[C:12]([CH3:18])([CH3:17])[O:11]2)[O:14][C:13]([CH3:16])([CH3:15])[C:12]([CH3:18])([CH3:17])[O:11]1.C([O-])(=O)C.[K+].[CH2:24]([O:31][C:32]1[CH:47]=[CH:46][C:45](Br)=[CH:44][C:33]=1[C:34]([O:36][CH2:37][C:38]1[CH:43]=[CH:42][CH:41]=[CH:40][CH:39]=1)=[O:35])[C:25]1[CH:30]=[CH:29][CH:28]=[CH:27][CH:26]=1. Product: [CH2:24]([O:31][C:32]1[CH:47]=[CH:46][C:45]([B:10]2[O:11][C:12]([CH3:17])([CH3:18])[C:13]([CH3:15])([CH3:16])[O:14]2)=[CH:44][C:33]=1[C:34]([O:36][CH2:37][C:38]1[CH:39]=[CH:40][CH:41]=[CH:42][CH:43]=1)=[O:35])[C:25]1[CH:26]=[CH:27][CH:28]=[CH:29][CH:30]=1. The catalyst class is: 12. (4) Reactant: [CH3:1][C:2]1[CH2:7][CH2:6][N:5]([C:8]2[S:9][CH:10]=[CH:11][N:12]=2)[CH2:4][C:3]=1[C:13]1[CH:19]=[CH:18][C:16]([NH2:17])=[CH:15][CH:14]=1.C(N(CC)CC)C.[F:27][C:28]1[CH:36]=[C:35]([F:37])[CH:34]=[C:33]([F:38])[C:29]=1[C:30](Cl)=[O:31]. Product: [F:27][C:28]1[CH:36]=[C:35]([F:37])[CH:34]=[C:33]([F:38])[C:29]=1[C:30]([NH:17][C:16]1[CH:15]=[CH:14][C:13]([C:3]2[CH2:4][N:5]([C:8]3[S:9][CH:10]=[CH:11][N:12]=3)[CH2:6][CH2:7][C:2]=2[CH3:1])=[CH:19][CH:18]=1)=[O:31]. The catalyst class is: 2. (5) Product: [CH3:1][NH:2][C:3]([C:5]1[N:6]([CH3:26])[N:7]=[C:8]2[C:13]=1[CH:12]=[C:11]([O:14][C:15]1[C:16]([Br:25])=[CH:17][C:18]([NH2:22])=[CH:19][C:20]=1[Br:21])[CH:10]=[CH:9]2)=[O:4]. The catalyst class is: 8. Reactant: [CH3:1][NH:2][C:3]([C:5]1[N:6]([CH3:26])[N:7]=[C:8]2[C:13]=1[CH:12]=[C:11]([O:14][C:15]1[C:20]([Br:21])=[CH:19][C:18]([N+:22]([O-])=O)=[CH:17][C:16]=1[Br:25])[CH:10]=[CH:9]2)=[O:4].[Sn](Cl)Cl.